Dataset: Catalyst prediction with 721,799 reactions and 888 catalyst types from USPTO. Task: Predict which catalyst facilitates the given reaction. (1) Product: [F:1][C:2]1[CH:7]=[CH:6][C:5]([C:8]([F:11])([F:10])[F:9])=[CH:4][C:3]=1[NH:12][C:13]([C:15]1[CH:16]=[CH:17][C:18]([CH3:25])=[C:19]([CH:24]=1)[C:20]([OH:22])=[O:21])=[O:14]. The catalyst class is: 6. Reactant: [F:1][C:2]1[CH:7]=[CH:6][C:5]([C:8]([F:11])([F:10])[F:9])=[CH:4][C:3]=1[NH:12][C:13]([C:15]1[CH:16]=[CH:17][C:18]([CH3:25])=[C:19]([CH:24]=1)[C:20]([O:22]C)=[O:21])=[O:14].C1COCC1.[OH-].[Li+]. (2) The catalyst class is: 39. Product: [Cl:42][CH2:41][CH2:40][O:31][C:28]1[CH:27]=[CH:26][C:25]([CH2:24][N:18]2[CH:17]=[CH:16][C:15]3[C:20](=[CH:21][CH:22]=[C:13]([C:8]4[CH:7]=[C:6]([CH:11]=[CH:10][C:9]=4[CH3:12])[C:5]([NH:4][CH:1]4[CH2:2][CH2:3]4)=[O:32])[CH:14]=3)[C:19]2=[O:23])=[CH:30][CH:29]=1. Reactant: [CH:1]1([NH:4][C:5](=[O:32])[C:6]2[CH:11]=[CH:10][C:9]([CH3:12])=[C:8]([C:13]3[CH:14]=[C:15]4[C:20](=[CH:21][CH:22]=3)[C:19](=[O:23])[N:18]([CH2:24][C:25]3[CH:30]=[CH:29][C:28]([OH:31])=[CH:27][CH:26]=3)[CH:17]=[CH:16]4)[CH:7]=2)[CH2:3][CH2:2]1.C(=O)([O-])[O-].[K+].[K+].Br[CH2:40][CH2:41][Cl:42]. (3) Reactant: Cl.[NH2:2][CH2:3][C:4]#[N:5].C(=O)([O-])[O-].[K+].[K+].O.Cl[C:14]([O:16][CH2:17][C:18]1[CH:23]=[CH:22][CH:21]=[CH:20][CH:19]=1)=[O:15]. Product: [C:4]([CH2:3][NH:2][C:14](=[O:15])[O:16][CH2:17][C:18]1[CH:23]=[CH:22][CH:21]=[CH:20][CH:19]=1)#[N:5]. The catalyst class is: 49. (4) Reactant: [CH:1]1([N:4]2[C:13]3[C:8](=[C:9]([NH:18][C:19](=[O:24])[C:20]([F:23])([F:22])[F:21])[C:10]([F:17])=[C:11](F)[C:12]=3[O:14][CH3:15])[C:7](=[O:25])[C:6]([C:26]#[N:27])=[CH:5]2)[CH2:3][CH2:2]1.[N:28]1[CH:33]=[CH:32][CH:31]=[CH:30][C:29]=1[NH:34][CH2:35][CH2:36][NH2:37].C(N(CC)CC)C. Product: [CH:1]1([N:4]2[C:13]3[C:8](=[C:9]([NH:18][C:19](=[O:24])[C:20]([F:23])([F:22])[F:21])[C:10]([F:17])=[C:11]([NH:37][CH2:36][CH2:35][NH:34][C:29]4[CH:30]=[CH:31][CH:32]=[CH:33][N:28]=4)[C:12]=3[O:14][CH3:15])[C:7](=[O:25])[C:6]([C:26]#[N:27])=[CH:5]2)[CH2:2][CH2:3]1. The catalyst class is: 16. (5) Reactant: [CH3:1][C:2]1[O:6][C:5]([C:7]2[CH:15]=[CH:14][C:10]([C:11](O)=[O:12])=[CH:9][CH:8]=2)=[N:4][C:3]=1[CH2:16][S:17][C:18]1[CH:23]=[CH:22][C:21]([CH3:24])=[CH:20][CH:19]=1.CCN=C=NCCCN(C)C.N1(O)C2C=CC=CC=2N=N1.[N:46]1[CH:51]=[CH:50][CH:49]=[C:48]([CH2:52][NH2:53])[CH:47]=1.C(N(CC)CC)C. Product: [CH3:1][C:2]1[O:6][C:5]([C:7]2[CH:8]=[CH:9][C:10]([C:11]([NH:53][CH2:52][C:48]3[CH:47]=[N:46][CH:51]=[CH:50][CH:49]=3)=[O:12])=[CH:14][CH:15]=2)=[N:4][C:3]=1[CH2:16][S:17][C:18]1[CH:19]=[CH:20][C:21]([CH3:24])=[CH:22][CH:23]=1. The catalyst class is: 9. (6) Reactant: [CH:1]([C:4]1[CH:9]=[CH:8][CH:7]=[CH:6][C:5]=1[O:10][CH2:11][O:12][CH2:13][CH2:14][O:15][CH3:16])([CH3:3])[CH3:2].N#C[Br:19]. Product: [Br:19][C:6]1[CH:7]=[CH:8][CH:9]=[C:4]([CH:1]([CH3:3])[CH3:2])[C:5]=1[O:10][CH2:11][O:12][CH2:13][CH2:14][O:15][CH3:16]. The catalyst class is: 28.